This data is from Full USPTO retrosynthesis dataset with 1.9M reactions from patents (1976-2016). The task is: Predict the reactants needed to synthesize the given product. (1) Given the product [CH2:15]([O:17][C:18]1[CH:19]=[C:20]([CH:21]2[C:7]([C:8]3[CH:13]=[CH:12][CH:11]=[CH:10][CH:9]=3)=[C:6]([C:2]3[O:1][CH:5]=[CH:4][CH:3]=3)[NH:33][C:31](=[O:32])[NH:30]2)[CH:23]=[C:24]([N+:27]([O-:29])=[O:28])[C:25]=1[OH:26])[CH3:16], predict the reactants needed to synthesize it. The reactants are: [O:1]1[CH:5]=[CH:4][CH:3]=[C:2]1[C:6](=O)[CH2:7][C:8]1[CH:13]=[CH:12][CH:11]=[CH:10][CH:9]=1.[CH2:15]([O:17][C:18]1[CH:19]=[C:20]([CH:23]=[C:24]([N+:27]([O-:29])=[O:28])[C:25]=1[OH:26])[CH:21]=O)[CH3:16].[NH2:30][C:31]([NH2:33])=[O:32].Cl. (2) The reactants are: [Cl:1][C:2]1[C:3]([CH:17]2[CH2:19][CH2:18]2)=[N:4][CH:5]=[C:6](B2OC(C)(C)C(C)(C)O2)[CH:7]=1.S([O-])(O[O-])(=O)=[O:21].[K+].[K+]. Given the product [Cl:1][C:2]1[CH:7]=[C:6]([OH:21])[CH:5]=[N:4][C:3]=1[CH:17]1[CH2:19][CH2:18]1, predict the reactants needed to synthesize it. (3) Given the product [CH:8]1([C:13]([N:15]2[CH2:20][CH:19]([C:21]3[CH:22]=[CH:23][C:24]([CH2:27][CH3:28])=[CH:25][CH:26]=3)[CH2:18][CH:17]([NH:29][C:34]([NH:33][CH:30]3[CH2:32][CH2:31]3)=[O:35])[CH2:16]2)=[O:14])[CH2:9][CH2:10][CH2:11][CH2:12]1, predict the reactants needed to synthesize it. The reactants are: FC(F)(F)C(O)=O.[CH:8]1([C:13]([N:15]2[CH2:20][CH:19]([C:21]3[CH:26]=[CH:25][C:24]([CH2:27][CH3:28])=[CH:23][CH:22]=3)[CH2:18][CH:17]([NH2:29])[CH2:16]2)=[O:14])[CH2:12][CH2:11][CH2:10][CH2:9]1.[CH:30]1([N:33]=[C:34]=[O:35])[CH2:32][CH2:31]1. (4) Given the product [Br:1][C:2]1[N:3]([CH2:24][O:25][CH2:26][CH2:27][Si:28]([CH3:31])([CH3:30])[CH3:29])[N:4]=[C:5]2[C:14]3[CH:13]=[CH:12][C:11]([C:41]4[CH:42]=[N:38][NH:39][CH:40]=4)=[CH:10][C:9]=3[C:8]([C:16]3[C:21]([F:22])=[CH:20][CH:19]=[CH:18][C:17]=3[F:23])=[N:7][C:6]=12, predict the reactants needed to synthesize it. The reactants are: [Br:1][C:2]1[N:3]([CH2:24][O:25][CH2:26][CH2:27][Si:28]([CH3:31])([CH3:30])[CH3:29])[N:4]=[C:5]2[C:14]3[CH:13]=[CH:12][C:11](I)=[CH:10][C:9]=3[C:8]([C:16]3[C:21]([F:22])=[CH:20][CH:19]=[CH:18][C:17]=3[F:23])=[N:7][C:6]=12.O1CCOCC1.[NH:38]1[CH:42]=[C:41](B(O)O)[CH:40]=[N:39]1.C(=O)([O-])[O-].[Na+].[Na+]. (5) Given the product [Cl:1][C:2]1[N:3]=[C:4]2[C:9](=[CH:10][CH:11]=1)[N:8]=[CH:7][C:6]([S:12]([CH3:15])(=[O:14])=[O:13])=[C:5]2[NH:25][C:24]1[CH:23]=[CH:22][C:21]([CH2:20][N:18]([CH3:19])[CH3:17])=[CH:27][CH:26]=1, predict the reactants needed to synthesize it. The reactants are: [Cl:1][C:2]1[CH:11]=[CH:10][C:9]2[C:4](=[C:5](Cl)[C:6]([S:12]([CH3:15])(=[O:14])=[O:13])=[CH:7][N:8]=2)[N:3]=1.[CH3:17][N:18]([CH2:20][C:21]1[CH:27]=[CH:26][C:24]([NH2:25])=[CH:23][CH:22]=1)[CH3:19]. (6) Given the product [C:1]1([CH:7]([CH2:13][CH2:14][CH2:15][CH2:16][CH3:17])[C:8]#[N:9])[CH:6]=[CH:5][CH:4]=[CH:3][CH:2]=1, predict the reactants needed to synthesize it. The reactants are: [C:1]1([CH2:7][C:8]#[N:9])[CH:6]=[CH:5][CH:4]=[CH:3][CH:2]=1.[H-].[Na+].Br[CH2:13][CH2:14][CH2:15][CH2:16][CH3:17]. (7) Given the product [OH:9][CH:3]([CH2:2][CH3:1])[CH2:4][CH2:5][CH2:6][CH:7]1[O:23][C:21](=[O:22])[CH2:20][CH2:8]1, predict the reactants needed to synthesize it. The reactants are: [CH3:1][CH2:2][CH:3]([OH:9])[CH2:4][CH2:5][CH2:6][CH:7]=[CH2:8].ICC(N)=O.O.N(/C(C#N)(C)C[CH2:20][C:21]([OH:23])=[O:22])=N\C(C#N)(C)C[CH2:20][C:21]([OH:23])=[O:22]. (8) Given the product [NH2:1][C:2]1[N:3]=[C:4]([C:20]2[C:21]([O:36][CH2:37][CH:38]3[CH2:40][CH2:39]3)=[CH:22][CH:23]=[CH:24][C:25]=2[OH:26])[CH:5]=[C:6]([C:10]2[CH:11]=[CH:12][C:13]([NH:17][CH2:18][CH3:19])=[C:14]([OH:16])[CH:15]=2)[C:7]=1[CH2:8][OH:9], predict the reactants needed to synthesize it. The reactants are: [NH2:1][C:2]1[C:7]([CH2:8][OH:9])=[C:6]([C:10]2[CH:11]=[CH:12][C:13]([NH:17][CH2:18][CH3:19])=[C:14]([OH:16])[CH:15]=2)[CH:5]=[C:4]([C:20]2[C:25]([O:26]CC3C=CC(OC)=CC=3)=[CH:24][CH:23]=[CH:22][C:21]=2[O:36][CH2:37][CH:38]2[CH2:40][CH2:39]2)[N:3]=1.Cl. (9) Given the product [OH:33][CH2:34][CH2:35][N:36]([CH2:37][CH2:38][OH:39])[C:3]([C:5]1[N:6]=[C:7]([C:10]2[CH:15]=[CH:14][CH:13]=[C:12]([C:16]3[CH2:17][C:18](=[O:32])[NH:19][C:20]4[CH:26]=[C:25]([N:27]5[CH:28]=[CH:29][CH:30]=[CH:31]5)[CH:24]=[CH:23][C:21]=4[N:22]=3)[CH:11]=2)[O:8][CH:9]=1)=[O:4], predict the reactants needed to synthesize it. The reactants are: CO[C:3]([C:5]1[N:6]=[C:7]([C:10]2[CH:15]=[CH:14][CH:13]=[C:12]([C:16]3[CH2:17][C:18](=[O:32])[NH:19][C:20]4[CH:26]=[C:25]([N:27]5[CH:31]=[CH:30][CH:29]=[CH:28]5)[CH:24]=[CH:23][C:21]=4[N:22]=3)[CH:11]=2)[O:8][CH:9]=1)=[O:4].[OH:33][CH2:34][CH2:35][NH:36][CH2:37][CH2:38][OH:39]. (10) The reactants are: [NH2:1][CH2:2][C:3]1[CH:4]=[C:5]([N:9]2[C:13]([C:14]([NH:16][CH2:17][C:18]3[CH:23]=[CH:22][CH:21]=[CH:20][C:19]=3[O:24][CH3:25])=[O:15])=[CH:12][C:11]([C:26]([F:29])([F:28])[F:27])=[N:10]2)[CH:6]=[CH:7][CH:8]=1.[CH3:30][N:31]([CH2:39][CH:40]=O)[C:32](=[O:38])[O:33][C:34]([CH3:37])([CH3:36])[CH3:35].C(O)(=O)C.C([BH3-])#N.[Na+]. Given the product [CH3:25][O:24][C:19]1[CH:20]=[CH:21][CH:22]=[CH:23][C:18]=1[CH2:17][NH:16][C:14]([C:13]1[N:9]([C:5]2[CH:4]=[C:3]([CH:8]=[CH:7][CH:6]=2)[CH2:2][NH:1][CH2:40][CH2:39][N:31]([CH3:30])[C:32](=[O:38])[O:33][C:34]([CH3:36])([CH3:35])[CH3:37])[N:10]=[C:11]([C:26]([F:28])([F:29])[F:27])[CH:12]=1)=[O:15], predict the reactants needed to synthesize it.